From a dataset of Forward reaction prediction with 1.9M reactions from USPTO patents (1976-2016). Predict the product of the given reaction. (1) Given the reactants [CH3:1][O:2][CH2:3][C:4]([N:6]1[C:12]2[CH:13]=[CH:14][C:15]([N+:17]([O-])=O)=[CH:16][C:11]=2[O:10][CH2:9][CH2:8][CH2:7]1)=[O:5], predict the reaction product. The product is: [NH2:17][C:15]1[CH:14]=[CH:13][C:12]2[N:6]([C:4](=[O:5])[CH2:3][O:2][CH3:1])[CH2:7][CH2:8][CH2:9][O:10][C:11]=2[CH:16]=1. (2) Given the reactants Cl[C:2]1[CH:3]=[C:4]([S:8][CH2:9][C:10](O)=O)[CH:5]=[CH:6][CH:7]=1.[Cl:13]C1C=CC=CC=1S.BrC[CH2:23][CH2:24][CH2:25][C:26]([O:28]CC)=[O:27].[OH-].[K+], predict the reaction product. The product is: [Cl:13][C:3]1[CH:2]=[CH:7][CH:6]=[CH:5][C:4]=1[S:8][CH2:9][CH2:10][CH2:23][CH2:24][CH2:25][C:26]([OH:28])=[O:27].